Dataset: Forward reaction prediction with 1.9M reactions from USPTO patents (1976-2016). Task: Predict the product of the given reaction. (1) Given the reactants Cl.[NH2:2][OH:3].C(=O)(O)[O-].[Na+].[OH:9][CH2:10][C:11]1[NH:12][C:13]2[C:18]([CH:19]=1)=[CH:17][C:16]([C:20]#[N:21])=[CH:15][CH:14]=2, predict the reaction product. The product is: [OH:3][NH:2][C:20]([C:16]1[CH:17]=[C:18]2[C:13](=[CH:14][CH:15]=1)[NH:12][C:11]([CH2:10][OH:9])=[CH:19]2)=[NH:21]. (2) Given the reactants C1(N2C(=O)C3=CNC4[CH:14]=[C:15]([N:19]5[CH2:24]CN[CH2:21][CH2:20]5)C=CC=4C3=N2)C=CC=CC=1.[NH2:27][C:28]1[CH:29]=[CH:30][C:31]2[C:32]3[C:33]([C:38](=[O:48])[N:39]([C:41]4[CH:46]=[CH:45][C:44]([Cl:47])=[CH:43][CH:42]=4)[N:40]=3)=[CH:34][NH:35][C:36]=2[CH:37]=1.CN1CCNCC1, predict the reaction product. The product is: [Cl:47][C:44]1[CH:45]=[CH:46][C:41]([N:39]2[C:38](=[O:48])[C:33]3=[CH:34][NH:35][C:36]4[CH:37]=[C:28]([N:27]5[CH2:21][CH2:20][N:19]([CH3:24])[CH2:15][CH2:14]5)[CH:29]=[CH:30][C:31]=4[C:32]3=[N:40]2)=[CH:42][CH:43]=1. (3) Given the reactants [Cl:1][C:2]1[CH:3]=[C:4]([CH:7]=[CH:8][CH:9]=1)[CH2:5]Br.II.[CH:12]([C@@H:14]1[N:18]([CH3:19])[C:17](=[O:20])[CH2:16][C@@H:15]1[C:21]1[CH:26]=[CH:25][CH:24]=[CH:23][CH:22]=1)=[O:13].[NH4+].[Cl-], predict the reaction product. The product is: [Cl:1][C:2]1[CH:3]=[C:4]([CH2:5][C@H:12]([C@@H:14]2[N:18]([CH3:19])[C:17](=[O:20])[CH2:16][C@@H:15]2[C:21]2[CH:26]=[CH:25][CH:24]=[CH:23][CH:22]=2)[OH:13])[CH:7]=[CH:8][CH:9]=1. (4) Given the reactants [F:1][C:2]([F:24])([F:23])[C@H:3]1[CH2:8][CH2:7][C@H:6]([NH:9][C:10](=[O:22])[C:11]2[CH:16]=[C:15]([N+:17]([O-])=O)[C:14]([NH2:20])=[CH:13][C:12]=2[F:21])[CH2:5][CH2:4]1.FC1C=C(N)C([N+]([O-])=O)=CC=1C(O)=O.FC(F)(F)[C@H]1CC[C@H](N)CC1, predict the reaction product. The product is: [F:24][C:2]([F:1])([F:23])[C@H:3]1[CH2:4][CH2:5][C@H:6]([NH:9][C:10](=[O:22])[C:11]2[CH:16]=[C:15]([NH2:17])[C:14]([NH2:20])=[CH:13][C:12]=2[F:21])[CH2:7][CH2:8]1. (5) Given the reactants [NH:1]1[C:5]2=[N:6][CH:7]=[C:8]([OH:10])[CH:9]=[C:4]2[CH:3]=[CH:2]1.N1C=CN=C1.[CH:16]([Si:19](Cl)([CH:23]([CH3:25])[CH3:24])[CH:20]([CH3:22])[CH3:21])([CH3:18])[CH3:17].ClCCl, predict the reaction product. The product is: [CH:16]([Si:19]([CH:23]([CH3:25])[CH3:24])([CH:20]([CH3:22])[CH3:21])[O:10][C:8]1[CH:9]=[C:4]2[CH:3]=[CH:2][NH:1][C:5]2=[N:6][CH:7]=1)([CH3:18])[CH3:17]. (6) Given the reactants [N:1]1[CH:9]=[C:8]2[C:4]([N:5]([CH2:10][C:11]3[CH:22]=[CH:21][C:14]4[N:15]=[C:16](S(C)=O)[S:17][C:13]=4[CH:12]=3)[CH:6]=[N:7]2)=[N:3][CH:2]=1.[NH2:23][C@@H:24]1[C:32]2[C:27](=[CH:28][CH:29]=[CH:30][CH:31]=2)[CH2:26][C@H:25]1[OH:33].CCN(C(C)C)C(C)C, predict the reaction product. The product is: [N:1]1[CH:9]=[C:8]2[C:4]([N:5]([CH2:10][C:11]3[CH:22]=[CH:21][C:14]4[N:15]=[C:16]([NH:23][C@@H:24]5[C:32]6[C:27](=[CH:28][CH:29]=[CH:30][CH:31]=6)[CH2:26][C@H:25]5[OH:33])[S:17][C:13]=4[CH:12]=3)[CH:6]=[N:7]2)=[N:3][CH:2]=1. (7) Given the reactants COC1C=CC(C([NH:24][C:25]2[N:30]([CH3:31])[C:29](=[O:32])[C:28]([CH3:34])([CH3:33])[C@:27]([C:36]3[CH:41]=[C:40](Br)[CH:39]=[CH:38][C:37]=3[F:43])([CH3:35])[N:26]=2)(C2C=CC(OC)=CC=2)C2C=CC=CC=2)=CC=1.[NH2:44][C:45]1[C:52]([F:53])=[CH:51][C:48]([C:49]#[N:50])=[C:47]([F:54])[CH:46]=1, predict the reaction product. The product is: [NH2:24][C:25]1[N:30]([CH3:31])[C:29](=[O:32])[C:28]([CH3:33])([CH3:34])[C@:27]([C:36]2[CH:41]=[C:40]([NH:44][C:45]3[C:52]([F:53])=[CH:51][C:48]([C:49]#[N:50])=[C:47]([F:54])[CH:46]=3)[CH:39]=[CH:38][C:37]=2[F:43])([CH3:35])[N:26]=1. (8) Given the reactants [OH:1][C:2]1[CH:11]=[C:10]2[C:5]([CH2:6][CH2:7][C:8](=[O:12])[NH:9]2)=[CH:4][CH:3]=1.N1C=CC=CC=1.[O:19](S(C(F)(F)F)(=O)=O)[S:20]([C:23]([F:26])([F:25])[F:24])(=O)=[O:21], predict the reaction product. The product is: [F:24][C:23]([F:26])([F:25])[S:20]([O:1][C:2]1[CH:11]=[C:10]2[C:5]([CH2:6][CH2:7][C:8](=[O:12])[NH:9]2)=[CH:4][CH:3]=1)(=[O:21])=[O:19]. (9) Given the reactants C([O:8][C:9]1[CH:14]=[C:13]([O:15]CC2C=CC=CC=2)[C:12]([C:23]([CH3:25])=[CH2:24])=[CH:11][C:10]=1[C:26]([N:28]1[CH2:33][CH2:32][CH:31]([CH2:34][CH:35]=O)[CH2:30][CH2:29]1)=[O:27])C1C=CC=CC=1.[C:37]([O:41][C:42](=[O:49])[C@H:43]([CH2:45][CH:46]([CH3:48])[CH3:47])[NH2:44])([CH3:40])([CH3:39])[CH3:38], predict the reaction product. The product is: [OH:8][C:9]1[CH:14]=[C:13]([OH:15])[C:12]([CH:23]([CH3:24])[CH3:25])=[CH:11][C:10]=1[C:26]([N:28]1[CH2:33][CH2:32][CH:31]([CH2:34][CH2:35][NH:44][C@H:43]([C:42]([O:41][C:37]([CH3:40])([CH3:39])[CH3:38])=[O:49])[CH2:45][CH:46]([CH3:47])[CH3:48])[CH2:30][CH2:29]1)=[O:27].